Dataset: Forward reaction prediction with 1.9M reactions from USPTO patents (1976-2016). Task: Predict the product of the given reaction. (1) Given the reactants C([O:3][C:4]([C:6]1([F:25])[CH:10]([CH2:11][C:12]2[CH:17]=[CH:16][CH:15]=[CH:14][CH:13]=2)[CH2:9][N:8]([C:18]([O:20][C:21]([CH3:24])([CH3:23])[CH3:22])=[O:19])[CH2:7]1)=O)C.[Li+].[BH4-], predict the reaction product. The product is: [C:21]([O:20][C:18]([N:8]1[CH2:9][CH:10]([CH2:11][C:12]2[CH:13]=[CH:14][CH:15]=[CH:16][CH:17]=2)[C:6]([F:25])([CH2:4][OH:3])[CH2:7]1)=[O:19])([CH3:22])([CH3:24])[CH3:23]. (2) Given the reactants [CH3:1][N:2]1[CH:6]=[C:5]([C:7]2[C:15]3[C:10](=[N:11][CH:12]=[C:13]([OH:16])[CH:14]=3)[N:9]([CH2:17][O:18][CH2:19][CH2:20][Si:21]([CH3:24])([CH3:23])[CH3:22])[CH:8]=2)[CH:4]=[N:3]1.Br[CH2:26][CH2:27][CH3:28].C([O-])([O-])=O.[K+].[K+], predict the reaction product. The product is: [CH3:1][N:2]1[CH:6]=[C:5]([C:7]2[C:15]3[C:10](=[N:11][CH:12]=[C:13]([O:16][CH2:26][CH2:27][CH3:28])[CH:14]=3)[N:9]([CH2:17][O:18][CH2:19][CH2:20][Si:21]([CH3:24])([CH3:23])[CH3:22])[CH:8]=2)[CH:4]=[N:3]1. (3) Given the reactants Br[C:2]1[CH:40]=[CH:39][C:5]([CH2:6][N:7]2[C:11]3[CH:12]=[CH:13][C:14]([O:16][CH2:17][C:18]4[CH:27]=[CH:26][C:25]5[C:20](=[CH:21][CH:22]=[CH:23][CH:24]=5)[N:19]=4)=[CH:15][C:10]=3[N:9]=[C:8]2[CH2:28][C:29]2([C:34]([O:36]CC)=[O:35])[CH2:33][CH2:32][CH2:31][CH2:30]2)=[CH:4][CH:3]=1.[O:41]1[CH:45]=[CH:44][C:43](B(O)O)=[CH:42]1.[O-]P([O-])([O-])=O.[K+].[K+].[K+].COCCOC, predict the reaction product. The product is: [O:41]1[CH:45]=[CH:44][C:43]([C:2]2[CH:40]=[CH:39][C:5]([CH2:6][N:7]3[C:11]4[CH:12]=[CH:13][C:14]([O:16][CH2:17][C:18]5[CH:27]=[CH:26][C:25]6[C:20](=[CH:21][CH:22]=[CH:23][CH:24]=6)[N:19]=5)=[CH:15][C:10]=4[N:9]=[C:8]3[CH2:28][C:29]3([C:34]([OH:36])=[O:35])[CH2:33][CH2:32][CH2:31][CH2:30]3)=[CH:4][CH:3]=2)=[CH:42]1. (4) The product is: [I:1][C:2]1[CH:10]=[CH:9][CH:8]=[C:7]2[C:3]=1[C:4]([C:19]1[C:28]3[C:23](=[CH:24][CH:25]=[CH:26][CH:27]=3)[N:22]=[CH:21][CH:20]=1)=[N:5][N:6]2[CH2:11][C:12]([OH:14])=[O:13]. Given the reactants [I:1][C:2]1[CH:10]=[CH:9][CH:8]=[C:7]2[C:3]=1[C:4]([C:19]1[C:28]3[C:23](=[CH:24][CH:25]=[CH:26][CH:27]=3)[N:22]=[CH:21][CH:20]=1)=[N:5][N:6]2[CH2:11][C:12]([O:14]C(C)(C)C)=[O:13].C(O)(C(F)(F)F)=O, predict the reaction product. (5) The product is: [CH2:25]([O:16][C:13]1[CH:14]=[C:15]2[C:5]3([O:4][N:3]([CH3:23])[C:2]([NH2:1])=[N:6]3)[CH2:7][CH:8]([C:17]3[CH:18]=[CH:19][CH:20]=[CH:21][CH:22]=3)[O:9][C:10]2=[CH:11][CH:12]=1)[C:26]1[CH:31]=[CH:30][CH:29]=[CH:28][CH:27]=1. Given the reactants [NH2:1][C:2]1[N:3]([CH3:23])[O:4][C:5]2([C:15]3[C:10](=[CH:11][CH:12]=[C:13]([OH:16])[CH:14]=3)[O:9][CH:8]([C:17]3[CH:22]=[CH:21][CH:20]=[CH:19][CH:18]=3)[CH2:7]2)[N:6]=1.Br[CH2:25][C:26]1[CH:31]=[CH:30][CH:29]=[CH:28][CH:27]=1.C([O-])([O-])=O.[K+].[K+], predict the reaction product. (6) Given the reactants C(=O)([O-])[O-].[Na+].[Na+].[NH2:7][C:8]1[O:9][CH2:10][C@@:11]2([N:28]=1)[C:24]1[CH:23]=[C:22]([OH:25])[CH:21]=[C:20]([F:26])[C:19]=1[O:18][C:17]1[C:12]2=[CH:13][C:14](Br)=[CH:15][CH:16]=1.[F:29][C:30]1[C:35](B(O)O)=[CH:34][CH:33]=[CH:32][N:31]=1.CN(C=O)C, predict the reaction product. The product is: [NH2:7][C:8]1[O:9][CH2:10][C@@:11]2([N:28]=1)[C:24]1[CH:23]=[C:22]([OH:25])[CH:21]=[C:20]([F:26])[C:19]=1[O:18][C:17]1[C:12]2=[CH:13][C:14]([C:35]2[C:30]([F:29])=[N:31][CH:32]=[CH:33][CH:34]=2)=[CH:15][CH:16]=1. (7) Given the reactants Br[C:2]1[CH:3]=[N:4][C:5]([N:8]2[C:16]3[C:11](=[CH:12][CH:13]=[C:14]([C:17]([N:19]4[CH2:24][CH2:23][O:22][CH2:21][CH2:20]4)=[O:18])[CH:15]=3)[C:10]([CH:25]([OH:27])[CH3:26])=[N:9]2)=[N:6][CH:7]=1.[CH2:28]([C:30]1[CH:31]=[CH:32][C:33]([F:39])=[C:34](B(O)O)[CH:35]=1)[CH3:29], predict the reaction product. The product is: [CH2:28]([C:30]1[CH:31]=[CH:32][C:33]([F:39])=[C:34]([C:2]2[CH:3]=[N:4][C:5]([N:8]3[C:16]4[C:11](=[CH:12][CH:13]=[C:14]([C:17]([N:19]5[CH2:24][CH2:23][O:22][CH2:21][CH2:20]5)=[O:18])[CH:15]=4)[C:10]([CH:25]([OH:27])[CH3:26])=[N:9]3)=[N:6][CH:7]=2)[CH:35]=1)[CH3:29]. (8) Given the reactants Cl[C:2]1[CH:11]=[N:10][C:9]2[C:4](=[C:5]([O:14][CH3:15])[C:6]([O:12][CH3:13])=[CH:7][CH:8]=2)[N:3]=1.[SH:16][CH2:17][CH2:18]O.[NH:20]1[CH2:25][CH2:24][CH:23]([NH:26][C:27](=[O:29])O)[CH2:22][CH2:21]1.[O:30]=[C:31]1[NH:36][C:35]2[CH:37]=[C:38](C(O)=O)[CH:39]=[CH:40][C:34]=2[S:33][CH2:32]1, predict the reaction product. The product is: [CH3:13][O:12][C:6]1[C:5]([O:14][CH3:15])=[C:4]2[C:9]([N:10]=[CH:11][C:2]([S:16][CH2:17][CH2:18][N:20]3[CH2:21][CH2:22][CH:23]([NH:26][C:27]([C:38]4[CH:39]=[CH:40][C:34]5[S:33][CH2:32][C:31](=[O:30])[NH:36][C:35]=5[CH:37]=4)=[O:29])[CH2:24][CH2:25]3)=[N:3]2)=[CH:8][CH:7]=1. (9) Given the reactants [Br:1][C:2]1[CH:7]=[CH:6][C:5]([NH:8][C:9]2[C:18]([F:19])=[C:17]3[C:12]([C:13]([CH3:20])=[N:14][CH:15]=[N:16]3)=[CH:11][C:10]=2[C:21](O)=[O:22])=[C:4]([Cl:24])[CH:3]=1.C1C=CC2N(O)N=NC=2C=1.CCN(CC)CC.[CH:42]([O:44][CH2:45][CH2:46][O:47][NH2:48])=[CH2:43].CCN=C=NCCCN(C)C, predict the reaction product. The product is: [CH:42]([O:44][CH2:45][CH2:46][O:47][NH:48][C:21]([C:10]1[CH:11]=[C:12]2[C:17](=[C:18]([F:19])[C:9]=1[NH:8][C:5]1[CH:6]=[CH:7][C:2]([Br:1])=[CH:3][C:4]=1[Cl:24])[N:16]=[CH:15][N:14]=[C:13]2[CH3:20])=[O:22])=[CH2:43]. (10) Given the reactants [ClH:1].C(OC([N:9]1[C@H:13]([C:14]2[CH:19]=[CH:18][CH:17]=[CH:16][CH:15]=2)[C@H:12]([C:20]2[CH:25]=[CH:24][CH:23]=[CH:22][CH:21]=2)[N:11]=[C:10]1[NH:26][CH2:27][C:28]1[CH:33]=[C:32]([F:34])[CH:31]=[C:30]([F:35])[CH:29]=1)=O)(C)(C)C, predict the reaction product. The product is: [ClH:1].[C:14]1([C@H:13]2[C@@H:12]([C:20]3[CH:21]=[CH:22][CH:23]=[CH:24][CH:25]=3)[NH:11][C:10]([NH:26][CH2:27][C:28]3[CH:33]=[C:32]([F:34])[CH:31]=[C:30]([F:35])[CH:29]=3)=[N:9]2)[CH:15]=[CH:16][CH:17]=[CH:18][CH:19]=1.